This data is from Peptide-MHC class I binding affinity with 185,985 pairs from IEDB/IMGT. The task is: Regression. Given a peptide amino acid sequence and an MHC pseudo amino acid sequence, predict their binding affinity value. This is MHC class I binding data. The peptide sequence is VMFNGVTFST. The MHC is HLA-A68:02 with pseudo-sequence HLA-A68:02. The binding affinity (normalized) is 0.120.